From a dataset of Forward reaction prediction with 1.9M reactions from USPTO patents (1976-2016). Predict the product of the given reaction. (1) Given the reactants [CH2:1]([O:3][C:4]([C:6]1([C:9]2[CH:14]=[CH:13][C:12](Br)=[CH:11][CH:10]=2)[CH2:8][CH2:7]1)=[O:5])[CH3:2].[B:16]1([B:16]2[O:20][C:19]([CH3:22])([CH3:21])[C:18]([CH3:24])([CH3:23])[O:17]2)[O:20][C:19]([CH3:22])([CH3:21])[C:18]([CH3:24])([CH3:23])[O:17]1.C([O-])(=O)C.[K+].CCOC(C)=O, predict the reaction product. The product is: [CH2:1]([O:3][C:4]([C:6]1([C:9]2[CH:14]=[CH:13][C:12]([B:16]3[O:20][C:19]([CH3:22])([CH3:21])[C:18]([CH3:24])([CH3:23])[O:17]3)=[CH:11][CH:10]=2)[CH2:8][CH2:7]1)=[O:5])[CH3:2]. (2) Given the reactants Cl.[Cl:2][C:3]1[C:4]([F:29])=[C:5]([CH:26]=[CH:27][CH:28]=1)[NH:6][C:7]1[C:16]2[C:11](=[CH:12][C:13]([O:24][CH3:25])=[C:14]([O:17][CH2:18][CH:19]3[CH2:23][CH2:22][NH:21][CH2:20]3)[CH:15]=2)[N:10]=[CH:9][N:8]=1.[CH3:30][S:31](Cl)(=[O:33])=[O:32], predict the reaction product. The product is: [Cl:2][C:3]1[C:4]([F:29])=[C:5]([CH:26]=[CH:27][CH:28]=1)[NH:6][C:7]1[C:16]2[C:11](=[CH:12][C:13]([O:24][CH3:25])=[C:14]([O:17][CH2:18][CH:19]3[CH2:23][CH2:22][N:21]([S:31]([CH3:30])(=[O:33])=[O:32])[CH2:20]3)[CH:15]=2)[N:10]=[CH:9][N:8]=1. (3) Given the reactants [Na].[NH3:2].Br[C:4]1[C:5]([O:22][CH3:23])=[C:6]([C:17]([O:20][CH3:21])=[CH:18][CH:19]=1)[C:7]([O:9][CH2:10][C:11]1[CH:16]=[CH:15][CH:14]=[CH:13][CH:12]=1)=[O:8].[NH4+].[Cl-].[OH-].[Na+], predict the reaction product. The product is: [NH2:2][C:19]1[CH:18]=[C:17]([O:20][CH3:21])[C:6]([C:7]([O:9][CH2:10][C:11]2[CH:16]=[CH:15][CH:14]=[CH:13][CH:12]=2)=[O:8])=[C:5]([O:22][CH3:23])[CH:4]=1. (4) Given the reactants [C:1]12([C:11]3[CH:12]=[C:13]([C:19]4[CH:20]=[C:21]([CH:24]=[CH:25][CH:26]=4)[CH:22]=O)[CH:14]=[C:15]([F:18])[C:16]=3[OH:17])[CH2:10][CH:5]3[CH2:6][CH:7]([CH2:9][CH:3]([CH2:4]3)[CH2:2]1)[CH2:8]2.[S:27]1[CH2:33][C:31](=[O:32])[NH:30][C:28]1=S.[CH2:34]([NH2:41])[C:35]1[CH:40]=[CH:39][CH:38]=[CH:37][CH:36]=1, predict the reaction product. The product is: [C:1]12([C:11]3[CH:12]=[C:13]([C:19]4[CH:20]=[C:21]([CH:24]=[CH:25][CH:26]=4)[CH:22]=[C:33]4[S:27][CH:28]([NH:41][CH2:34][C:35]5[CH:40]=[CH:39][CH:38]=[CH:37][CH:36]=5)[N:30]=[CH:31]4)[CH:14]=[C:15]([F:18])[C:16]=3[OH:17])[CH2:10][CH:5]3[CH2:4][CH:3]([CH2:9][CH:7]([CH2:6]3)[CH2:8]1)[CH2:2]2.[CH2:34]([NH:41][C:28]1[S:27][CH2:33][C:31](=[O:32])[N:30]=1)[C:35]1[CH:40]=[CH:39][CH:38]=[CH:37][CH:36]=1.